From a dataset of Catalyst prediction with 721,799 reactions and 888 catalyst types from USPTO. Predict which catalyst facilitates the given reaction. Reactant: [Na].[CH2:2]([CH:5]([C:11]([O:13]CC)=O)[C:6](OCC)=[O:7])[CH:3]=[CH2:4].C(O)(=O)C.[CH:20]([NH2:22])=[NH:21]. Product: [CH2:2]([C:5]1[C:11]([OH:13])=[N:21][CH:20]=[N:22][C:6]=1[OH:7])[CH:3]=[CH2:4]. The catalyst class is: 8.